From a dataset of Forward reaction prediction with 1.9M reactions from USPTO patents (1976-2016). Predict the product of the given reaction. Given the reactants [F:1][C:2]1[CH:30]=[CH:29][CH:28]=[CH:27][C:3]=1[CH2:4][N:5]1[C:9]2=[N:10][CH:11]=[CH:12][CH:13]=[C:8]2[C:7]([C:14]2[N:15]=[C:16](I)[C:17]3[C:22]([CH3:24])([CH3:23])[C:21](=[O:25])[NH:20][C:18]=3[N:19]=2)=[N:6]1.[F:31][C:32]([F:40])([F:39])[CH:33]1[O:38][CH2:37][CH2:36][NH:35][CH2:34]1.C(N(CC)C(C)C)(C)C, predict the reaction product. The product is: [F:1][C:2]1[CH:30]=[CH:29][CH:28]=[CH:27][C:3]=1[CH2:4][N:5]1[C:9]2=[N:10][CH:11]=[CH:12][CH:13]=[C:8]2[C:7]([C:14]2[N:15]=[C:16]([N:35]3[CH2:36][CH2:37][O:38][CH:33]([C:32]([F:40])([F:39])[F:31])[CH2:34]3)[C:17]3[C:22]([CH3:24])([CH3:23])[C:21](=[O:25])[NH:20][C:18]=3[N:19]=2)=[N:6]1.